From a dataset of NCI-60 drug combinations with 297,098 pairs across 59 cell lines. Regression. Given two drug SMILES strings and cell line genomic features, predict the synergy score measuring deviation from expected non-interaction effect. (1) Drug 1: C1CN(CCN1C(=O)CCBr)C(=O)CCBr. Drug 2: CCC1(C2=C(COC1=O)C(=O)N3CC4=CC5=C(C=CC(=C5CN(C)C)O)N=C4C3=C2)O.Cl. Cell line: SF-295. Synergy scores: CSS=65.7, Synergy_ZIP=-9.84, Synergy_Bliss=-5.40, Synergy_Loewe=-2.52, Synergy_HSA=-0.103. (2) Drug 1: C1CN(P(=O)(OC1)NCCCl)CCCl. Drug 2: N.N.Cl[Pt+2]Cl. Cell line: HCT-15. Synergy scores: CSS=28.2, Synergy_ZIP=-1.66, Synergy_Bliss=-5.18, Synergy_Loewe=-14.9, Synergy_HSA=-4.27. (3) Drug 2: C1=CC(=C(C=C1I)F)NC2=C(C=CC(=C2F)F)C(=O)NOCC(CO)O. Drug 1: C1CC(CNC1)C2=CC=C(C=C2)N3C=C4C=CC=C(C4=N3)C(=O)N. Cell line: OVCAR3. Synergy scores: CSS=19.1, Synergy_ZIP=-3.18, Synergy_Bliss=1.41, Synergy_Loewe=4.40, Synergy_HSA=5.39. (4) Drug 1: CCN(CC)CCCC(C)NC1=C2C=C(C=CC2=NC3=C1C=CC(=C3)Cl)OC. Drug 2: CC(C)NC(=O)C1=CC=C(C=C1)CNNC.Cl. Cell line: SN12C. Synergy scores: CSS=24.5, Synergy_ZIP=-4.09, Synergy_Bliss=4.10, Synergy_Loewe=-33.0, Synergy_HSA=2.20. (5) Drug 2: CCN(CC)CCNC(=O)C1=C(NC(=C1C)C=C2C3=C(C=CC(=C3)F)NC2=O)C. Cell line: MDA-MB-435. Drug 1: CC1=C2C(C(=O)C3(C(CC4C(C3C(C(C2(C)C)(CC1OC(=O)C(C(C5=CC=CC=C5)NC(=O)OC(C)(C)C)O)O)OC(=O)C6=CC=CC=C6)(CO4)OC(=O)C)OC)C)OC. Synergy scores: CSS=54.1, Synergy_ZIP=3.57, Synergy_Bliss=1.26, Synergy_Loewe=-27.4, Synergy_HSA=-0.465. (6) Drug 1: C1CN1C2=NC(=NC(=N2)N3CC3)N4CC4. Drug 2: C1=C(C(=O)NC(=O)N1)N(CCCl)CCCl. Cell line: M14. Synergy scores: CSS=39.9, Synergy_ZIP=-5.20, Synergy_Bliss=-3.78, Synergy_Loewe=-24.0, Synergy_HSA=-1.82. (7) Drug 1: CC12CCC(CC1=CCC3C2CCC4(C3CC=C4C5=CN=CC=C5)C)O. Drug 2: CC1=C2C(C(=O)C3(C(CC4C(C3C(C(C2(C)C)(CC1OC(=O)C(C(C5=CC=CC=C5)NC(=O)OC(C)(C)C)O)O)OC(=O)C6=CC=CC=C6)(CO4)OC(=O)C)O)C)O. Cell line: A549. Synergy scores: CSS=61.1, Synergy_ZIP=17.2, Synergy_Bliss=11.5, Synergy_Loewe=-11.9, Synergy_HSA=12.0. (8) Drug 1: CC1C(C(CC(O1)OC2CC(CC3=C2C(=C4C(=C3O)C(=O)C5=C(C4=O)C(=CC=C5)OC)O)(C(=O)C)O)N)O.Cl. Drug 2: C1C(C(OC1N2C=C(C(=O)NC2=O)F)CO)O. Cell line: MDA-MB-231. Synergy scores: CSS=48.0, Synergy_ZIP=11.5, Synergy_Bliss=11.3, Synergy_Loewe=11.4, Synergy_HSA=13.5. (9) Drug 1: C1=CC(=CC=C1CCC2=CNC3=C2C(=O)NC(=N3)N)C(=O)NC(CCC(=O)O)C(=O)O. Drug 2: CCCS(=O)(=O)NC1=C(C(=C(C=C1)F)C(=O)C2=CNC3=C2C=C(C=N3)C4=CC=C(C=C4)Cl)F. Cell line: M14. Synergy scores: CSS=37.2, Synergy_ZIP=-8.12, Synergy_Bliss=-9.20, Synergy_Loewe=-3.30, Synergy_HSA=-2.31. (10) Drug 1: CC(CN1CC(=O)NC(=O)C1)N2CC(=O)NC(=O)C2. Drug 2: C1=NNC2=C1C(=O)NC=N2. Cell line: UACC-257. Synergy scores: CSS=8.10, Synergy_ZIP=-1.65, Synergy_Bliss=2.42, Synergy_Loewe=1.07, Synergy_HSA=1.06.